From a dataset of Hepatocyte clearance measurements from AstraZeneca. Regression/Classification. Given a drug SMILES string, predict its absorption, distribution, metabolism, or excretion properties. Task type varies by dataset: regression for continuous measurements (e.g., permeability, clearance, half-life) or binary classification for categorical outcomes (e.g., BBB penetration, CYP inhibition). For this dataset (clearance_hepatocyte_az), we predict log10(clearance) (log10 of the in vitro intrinsic clearance, CLint, in uL/min per 10^6 hepatocytes; values are censored to the assay range of 3 to 150, which is 0.477 to 2.18 on this log10 scale). (1) The molecule is CN1CCN(c2ccc(-c3cnc4cccc(-c5cc(F)c(CN6CCOCC6)c(F)c5)c4n3)cc2)CC1. The log10(clearance) is 1.16. (2) The log10(clearance) is 1.28. The compound is Clc1ccc2ncc(-c3cccc(NC4CNC4)n3)n2c1. (3) The drug is COc1ccc(N(C(=O)c2occc2Cl)C(C(=O)NC[C@@H](C)O)c2ccccc2F)c(OC)c1. The log10(clearance) is 1.77. (4) The drug is CCCCCCCC(=O)N[C@@H](CCN)C(=O)N[C@H](C(=O)N[C@@H](CCN)C(=O)N[C@H]1CCNC(=O)[C@H](C)NC(=O)[C@H](CCN)NC(=O)[C@H](CCN)NC(=O)[C@H](CC(C)C)NC(=O)[C@@H](Cc2ccccc2)NC(=O)[C@H](CCN)NC1=O)[C@@H](C)O. The log10(clearance) is 0.480. (5) The molecule is Cc1noc2cc(N3CCN(C(=O)[C@@H]4CCCC[C@H]4C(=O)NC4(C#N)CC4)[C@H](C)C3)ccc12. The log10(clearance) is 1.48. (6) The compound is CCOc1ccc2oc(C(=O)NC(CCSC)c3nc4ncccc4[nH]3)c(C)c2c1. The log10(clearance) is 1.66. (7) The drug is CCS(=O)(=O)Nc1cccc2c1c(Oc1ccc(Cl)cc1)c(C)n2CC(=O)O. The log10(clearance) is 0.480. (8) The drug is Cc1cc(C)nc(Nc2cccc(C(F)(F)F)c2)n1. The log10(clearance) is 1.56.